From a dataset of Peptide-MHC class II binding affinity with 134,281 pairs from IEDB. Regression. Given a peptide amino acid sequence and an MHC pseudo amino acid sequence, predict their binding affinity value. This is MHC class II binding data. (1) The peptide sequence is IARLPQVASYVYRRI. The MHC is DRB4_0101 with pseudo-sequence DRB4_0103. The binding affinity (normalized) is 0.487. (2) The peptide sequence is GKGEWMTTEDMLEVW. The MHC is DRB1_1101 with pseudo-sequence DRB1_1101. The binding affinity (normalized) is 0. (3) The peptide sequence is LQIIDKIDAAFKVAA. The MHC is HLA-DQA10102-DQB10502 with pseudo-sequence HLA-DQA10102-DQB10502. The binding affinity (normalized) is 0.275. (4) The peptide sequence is ASILDGDNLFPKV. The MHC is HLA-DQA10501-DQB10201 with pseudo-sequence HLA-DQA10501-DQB10201. The binding affinity (normalized) is 0.409. (5) The peptide sequence is GLVGAVGGTATAGAF. The binding affinity (normalized) is 0.227. The MHC is DRB1_1501 with pseudo-sequence DRB1_1501.